From a dataset of Reaction yield outcomes from USPTO patents with 853,638 reactions. Predict the reaction yield, written as a fraction of the theoretical maximum amount of product (1.0 means a 100% yield; for example, 0.34 means a 34% yield). (1) The reactants are BrCCBr.C[Si](Cl)(C)C.[CH:10]1([CH2:15]I)[CH2:14][CH2:13][CH2:12][CH2:11]1.[Cl-].[Li+].[Cu](C#N)C#N.[C:24]([O:28][CH3:29])(=[O:27])[C:25]#[CH:26].[I:30]I. The catalyst is O1CCCC1.[Zn]. The product is [CH3:29][O:28][C:24](=[O:27])/[C:25](/[I:30])=[CH:26]\[CH2:15][CH:10]1[CH2:11][CH2:12][CH2:13][CH2:14]1. The yield is 0.860. (2) The reactants are C(OC(=O)[NH:7][CH2:8][C:9]([N:11]1[CH2:16][CH2:15][N:14]([S:17]([C:20]2[CH:25]=[CH:24][C:23]([O:26][CH2:27][C:28]#[C:29][CH3:30])=[CH:22][CH:21]=2)(=[O:19])=[O:18])[CH:13]([C:31](=[O:34])[NH:32][OH:33])[CH2:12]1)=[O:10])(C)(C)C.FC(F)(F)C(O)=O. The catalyst is C(Cl)Cl.C(OCC)(=O)C. The product is [OH:33][NH:32][C:31]([CH:13]1[CH2:12][N:11]([C:9](=[O:10])[CH2:8][NH2:7])[CH2:16][CH2:15][N:14]1[S:17]([C:20]1[CH:25]=[CH:24][C:23]([O:26][CH2:27][C:28]#[C:29][CH3:30])=[CH:22][CH:21]=1)(=[O:19])=[O:18])=[O:34]. The yield is 0.950. (3) The yield is 0.660. The reactants are [CH2:1]([C:5]1[N:6]=[C:7]([CH3:27])[NH:8][C:9](=[O:26])[C:10]=1[CH2:11][C:12]1[CH:17]=[CH:16][C:15]([C:18]2[C:19]([C:24]#[N:25])=[CH:20][CH:21]=[CH:22][CH:23]=2)=[CH:14][CH:13]=1)[CH2:2][CH2:3][CH3:4].C(=O)([O-])[O-].[K+].[K+].Cl[CH2:35][C:36]1[N:37]=[C:38]([C:41]2[CH:46]=[CH:45][CH:44]=[CH:43][CH:42]=2)[S:39][CH:40]=1.CN(C)C=O. The catalyst is C(OCC)(=O)C. The product is [CH2:1]([C:5]1[N:6]=[C:7]([CH3:27])[N:8]([CH2:35][C:36]2[N:37]=[C:38]([C:41]3[CH:42]=[CH:43][CH:44]=[CH:45][CH:46]=3)[S:39][CH:40]=2)[C:9](=[O:26])[C:10]=1[CH2:11][C:12]1[CH:17]=[CH:16][C:15]([C:18]2[C:19]([C:24]#[N:25])=[CH:20][CH:21]=[CH:22][CH:23]=2)=[CH:14][CH:13]=1)[CH2:2][CH2:3][CH3:4]. (4) The reactants are [CH3:1][C:2]1[CH:11]=[CH:10][C:9]2[C:4](=[CH:5][CH:6]=[CH:7][C:8]=2[N:12]2[CH2:17][CH2:16][N:15]([CH2:18][CH2:19][C:20]3[CH:29]=[CH:28][CH:27]=[C:26]4[C:21]=3[CH:22]=[CH:23][C:24]3[N:25]4[CH:30]=[N:31][C:32]=3[C:33]([O:35]CC)=O)[CH2:14][CH2:13]2)[N:3]=1.[OH-].[K+].C[Si](C)(C)[NH:42][Si](C)(C)C.[ClH:49]. The catalyst is CO.C(O)C. The product is [ClH:49].[ClH:49].[CH3:1][C:2]1[CH:11]=[CH:10][C:9]2[C:4](=[CH:5][CH:6]=[CH:7][C:8]=2[N:12]2[CH2:13][CH2:14][N:15]([CH2:18][CH2:19][C:20]3[CH:29]=[CH:28][CH:27]=[C:26]4[C:21]=3[CH:22]=[CH:23][C:24]3[N:25]4[CH:30]=[N:31][C:32]=3[C:33]([NH2:42])=[O:35])[CH2:16][CH2:17]2)[N:3]=1. The yield is 0.470. (5) The reactants are [C:1]([NH:9][C:10]1[C:18]2[C:13](=[N:14][CH:15]=[C:16]([C:36]3[CH:41]=[CH:40][CH:39]=[CH:38][CH:37]=3)[C:17]=2[N:19]2[CH2:24][CH2:23][N:22]([C:25](=[O:35])[CH2:26][NH:27]C(=O)OC(C)(C)C)[CH2:21][CH2:20]2)[NH:12][CH:11]=1)(=[O:8])[C:2]1[CH:7]=[CH:6][CH:5]=[N:4][CH:3]=1.C(O)(C(F)(F)F)=O. The catalyst is C(Cl)Cl. The product is [NH2:27][CH2:26][C:25]([N:22]1[CH2:21][CH2:20][N:19]([C:17]2[C:16]([C:36]3[CH:37]=[CH:38][CH:39]=[CH:40][CH:41]=3)=[CH:15][N:14]=[C:13]3[NH:12][CH:11]=[C:10]([NH:9][C:1](=[O:8])[C:2]4[CH:7]=[CH:6][CH:5]=[N:4][CH:3]=4)[C:18]=23)[CH2:24][CH2:23]1)=[O:35]. The yield is 0.380. (6) The product is [S:1]([N:11]1[C:15]2[N:16]=[CH:17][C:18]3[N:19]([CH:22]=[N:21][CH:20]=3)[C:14]=2[CH:13]=[CH:12]1)([C:4]1[CH:10]=[CH:9][C:7]([CH3:8])=[CH:6][CH:5]=1)(=[O:3])=[O:2]. The catalyst is ClCCCl. The reactants are [S:1]([N:11]1[C:15]2=[N:16][CH:17]=[C:18]([CH2:20][NH:21][CH:22]=O)[N:19]=[C:14]2[CH:13]=[CH:12]1)([C:4]1[CH:10]=[CH:9][C:7]([CH3:8])=[CH:6][CH:5]=1)(=[O:3])=[O:2].O=P(Cl)(Cl)Cl.C([O-])(O)=O.[Na+]. The yield is 1.00. (7) The reactants are Br[C:2]1[C:7]([Br:8])=[CH:6][C:5]([N+:9]([O-:11])=[O:10])=[CH:4][N:3]=1.[CH3:12][O:13][C:14]1[CH:15]=[C:16](B(O)O)[CH:17]=[CH:18][CH:19]=1. No catalyst specified. The product is [Br:8][C:7]1[C:2]([C:18]2[CH:17]=[CH:16][CH:15]=[C:14]([O:13][CH3:12])[CH:19]=2)=[N:3][CH:4]=[C:5]([N+:9]([O-:11])=[O:10])[CH:6]=1. The yield is 0.400. (8) The reactants are [C:1]1([C:7]2[N:12]=[C:11]([CH2:13][O:14]CC3C=CC=CC=3)[CH:10]=[CH:9][N:8]=2)[CH:6]=[CH:5][CH:4]=[CH:3][CH:2]=1.B(Br)(Br)Br. The catalyst is C(Cl)Cl. The product is [C:1]1([C:7]2[N:12]=[C:11]([CH2:13][OH:14])[CH:10]=[CH:9][N:8]=2)[CH:2]=[CH:3][CH:4]=[CH:5][CH:6]=1. The yield is 0.630. (9) The reactants are Cl.[NH2:2][C@H:3]([C:5]1[C:6](=[O:17])[NH:7][C:8]2[C:13]([CH:14]=1)=[CH:12][C:11]([Cl:15])=[CH:10][C:9]=2[F:16])[CH3:4].Cl[C:19]1[N:24]=[C:23]([O:25][CH3:26])[C:22]([C:27]#[N:28])=[CH:21][N:20]=1.CCN(C(C)C)C(C)C.O. The catalyst is CS(C)=O. The product is [Cl:15][C:11]1[CH:12]=[C:13]2[C:8](=[C:9]([F:16])[CH:10]=1)[NH:7][C:6](=[O:17])[C:5]([C@@H:3]([NH:2][C:19]1[N:24]=[C:23]([O:25][CH3:26])[C:22]([C:27]#[N:28])=[CH:21][N:20]=1)[CH3:4])=[CH:14]2. The yield is 0.557.